Dataset: Catalyst prediction with 721,799 reactions and 888 catalyst types from USPTO. Task: Predict which catalyst facilitates the given reaction. (1) Reactant: FC(F)(F)C(O)=O.[CH2:8]([NH:10][C:11]([NH:13][C:14]1[CH:19]=[CH:18][C:17]([C:20]2[N:21]=[C:22]([N:30]3[CH2:35][CH2:34][O:33][CH2:32][C@@H:31]3[CH3:36])[C:23]3[CH2:29][CH2:28][NH:27][CH2:26][C:24]=3[N:25]=2)=[CH:16][CH:15]=1)=[O:12])[CH3:9].CCN(C(C)C)C(C)C.[CH:46]1([C:49](Cl)=[O:50])[CH2:48][CH2:47]1. Product: [CH:46]1([C:49]([N:27]2[CH2:28][CH2:29][C:23]3[C:22]([N:30]4[CH2:35][CH2:34][O:33][CH2:32][C@@H:31]4[CH3:36])=[N:21][C:20]([C:17]4[CH:16]=[CH:15][C:14]([NH:13][C:11]([NH:10][CH2:8][CH3:9])=[O:12])=[CH:19][CH:18]=4)=[N:25][C:24]=3[CH2:26]2)=[O:50])[CH2:48][CH2:47]1. The catalyst class is: 2. (2) Reactant: [CH3:1][CH:2]([C:4]([O:6][C:7]1[CH:8]=[CH:9][C:10]([CH2:29][OH:30])=[CH:11][C:12]=1[C@@H:13]([C:23]1[CH:24]=[CH:25][CH:26]=[CH:27][CH:28]=1)[CH2:14][CH2:15][N:16]([CH:20]([CH3:22])[CH3:21])[CH:17]([CH3:19])[CH3:18])=[O:5])[CH3:3].[C:31]([OH:38])(=[O:37])/[CH:32]=[CH:33]/[C:34]([OH:36])=[O:35]. Product: [CH3:3][CH:2]([C:4]([O:6][C:7]1[CH:8]=[CH:9][C:10]([CH2:29][OH:30])=[CH:11][C:12]=1[C@@H:13]([C:23]1[CH:28]=[CH:27][CH:26]=[CH:25][CH:24]=1)[CH2:14][CH2:15][N:16]([CH:20]([CH3:21])[CH3:22])[CH:17]([CH3:18])[CH3:19])=[O:5])[CH3:1].[CH:32](/[C:31]([OH:38])=[O:37])=[CH:33]\[C:34]([OH:36])=[O:35]. The catalyst class is: 21. (3) Reactant: [I:1][C:2]1[CH:6]=[CH:5][NH:4][N:3]=1.[H-].[Na+].Br[C:10]1[CH:15]=[CH:14][N:13]=[C:12]([O:16][CH:17]([CH3:19])[CH3:18])[CH:11]=1. Product: [I:1][C:2]1[CH:6]=[CH:5][N:4]([C:10]2[CH:15]=[CH:14][N:13]=[C:12]([O:16][CH:17]([CH3:19])[CH3:18])[CH:11]=2)[N:3]=1. The catalyst class is: 16. (4) Reactant: [NH:1]1[CH2:11][CH2:10][CH:4]([C:5]([O:7][CH2:8][CH3:9])=[O:6])[CH2:3][CH2:2]1.C(N(CC)CC)C.[CH3:19][C:20]([CH3:25])([CH3:24])[C:21](Cl)=[O:22]. Product: [C:21]([N:1]1[CH2:2][CH2:3][CH:4]([C:5]([O:7][CH2:8][CH3:9])=[O:6])[CH2:10][CH2:11]1)(=[O:22])[C:20]([CH3:25])([CH3:24])[CH3:19]. The catalyst class is: 4. (5) Reactant: [N+:1]([C:4]1[CH:8]=[CH:7][N:6]([CH2:9][C:10]2([O:13]C3CCCCO3)[CH2:12][CH2:11]2)[N:5]=1)([O-:3])=[O:2].C1(C)C=CC(S(O)(=O)=O)=CC=1. Product: [N+:1]([C:4]1[CH:8]=[CH:7][N:6]([CH2:9][C:10]2([OH:13])[CH2:12][CH2:11]2)[N:5]=1)([O-:3])=[O:2]. The catalyst class is: 8. (6) Reactant: [F:1][C:2]1[CH:3]=[C:4]([S:8]([O:11][C:12]2[CH:13]=[C:14]3[C:18](=[CH:19][CH:20]=2)[N:17](C(=O)C)[N:16]=[CH:15]3)(=[O:10])=[O:9])[CH:5]=[CH:6][CH:7]=1.Cl.C(=O)([O-])O.[Na+].C(OC(C)C)(C)C. Product: [F:1][C:2]1[CH:3]=[C:4]([S:8]([O:11][C:12]2[CH:13]=[C:14]3[C:18](=[CH:19][CH:20]=2)[NH:17][N:16]=[CH:15]3)(=[O:9])=[O:10])[CH:5]=[CH:6][CH:7]=1. The catalyst class is: 6. (7) Reactant: [Br:1][C:2]1[N:3]=[C:4]2[C:10]([CH:11]=[O:12])=[CH:9][N:8]([CH2:13][O:14][CH2:15][CH2:16][Si:17]([CH3:20])([CH3:19])[CH3:18])[C:5]2=[N:6][CH:7]=1.S(=O)(=O)([OH:23])N.[O-]Cl=O.[Na+].OP([O-])(O)=O.[K+]. Product: [Br:1][C:2]1[N:3]=[C:4]2[C:10]([C:11]([OH:23])=[O:12])=[CH:9][N:8]([CH2:13][O:14][CH2:15][CH2:16][Si:17]([CH3:20])([CH3:19])[CH3:18])[C:5]2=[N:6][CH:7]=1. The catalyst class is: 38. (8) Reactant: Cl[C:2]1[N:7]=[C:6]([C:8]2[CH:13]=[CH:12][C:11]([N+:14]([O-])=O)=[CH:10][CH:9]=2)[N:5]=[C:4]([N:17]2[CH2:23][CH:22]3[O:24][CH:19]([CH2:20][CH2:21]3)[CH2:18]2)[CH:3]=1.[H-].[Na+].[H][H]. Product: [CH:22]([O:24][C:2]1[CH:3]=[C:4]([N:17]2[CH2:23][CH:22]3[O:24][CH:19]([CH2:20][CH2:21]3)[CH2:18]2)[N:5]=[C:6]([C:8]2[CH:13]=[CH:12][C:11]([NH2:14])=[CH:10][CH:9]=2)[N:7]=1)([CH3:23])[CH3:21]. The catalyst class is: 41.